From a dataset of CYP1A2 inhibition data for predicting drug metabolism from PubChem BioAssay. Regression/Classification. Given a drug SMILES string, predict its absorption, distribution, metabolism, or excretion properties. Task type varies by dataset: regression for continuous measurements (e.g., permeability, clearance, half-life) or binary classification for categorical outcomes (e.g., BBB penetration, CYP inhibition). Dataset: cyp1a2_veith. The result is 1 (inhibitor). The drug is N#Cc1cccc(-c2nc3cnc(N4CCNCC4)nc3n(C3CC3)c2=O)c1.